Task: Predict the reaction yield, written as a fraction of the theoretical maximum amount of product (1.0 means a 100% yield; for example, 0.34 means a 34% yield).. Dataset: Reaction yield outcomes from USPTO patents with 853,638 reactions (1) The reactants are [C:1]([O:5][C:6]([N:8]1[CH2:12][CH2:11][C@@H:10]([N:13]2[CH2:19][C:18]3[CH:20]=[CH:21][C:22]([Cl:24])=[CH:23][C:17]=3[NH:16][C:15](=[O:25])[CH2:14]2)[CH2:9]1)=[O:7])([CH3:4])([CH3:3])[CH3:2].[H-].[Na+].[CH2:28](I)[CH3:29]. The catalyst is C1COCC1. The product is [C:1]([O:5][C:6]([N:8]1[CH2:12][CH2:11][C@@H:10]([N:13]2[CH2:19][C:18]3[CH:20]=[CH:21][C:22]([Cl:24])=[CH:23][C:17]=3[N:16]([CH2:28][CH3:29])[C:15](=[O:25])[CH2:14]2)[CH2:9]1)=[O:7])([CH3:4])([CH3:2])[CH3:3]. The yield is 0.470. (2) The yield is 0.740. The reactants are [C:1]([O:6][CH3:7])(=[O:5])[C:2]([CH3:4])=[CH2:3].[C:8]1([CH2:14][CH2:15][CH2:16]CO)[CH:13]=[CH:12][CH:11]=[CH:10][CH:9]=1.C(OC1C=CC(O)=CC=1)C1C=CC=CC=1. The product is [C:1]([O:6][CH2:7][CH2:16][CH2:15][CH2:14][C:8]1[CH:13]=[CH:12][CH:11]=[CH:10][CH:9]=1)(=[O:5])[C:2]([CH3:4])=[CH2:3]. The catalyst is [O-]CCCC.[O-]CCCC.[O-]CCCC.[O-]CCCC.[Ti+4]. (3) The reactants are [NH:1]1[CH2:11][CH2:10][CH2:9][CH:3](C(OCC)=O)[CH2:2]1.Br[CH2:13][CH2:14][Cl:15].[C:16]([O-:19])([O-])=[O:17].[K+].[K+].[CH3:22][C:23](C)=O. No catalyst specified. The product is [Cl:15][CH2:14][CH2:13][N:1]1[CH2:2][CH2:3][CH:9]([C:16]([O:19][CH2:22][CH3:23])=[O:17])[CH2:10][CH2:11]1. The yield is 0.386. (4) The reactants are [F:1][C:2]1[CH:7]=[C:6]([O:8][CH3:9])[CH:5]=[CH:4][C:3]=1[C:10]1[CH:15]=[CH:14][N:13]([C:16]2[CH:24]=[C:23]3[C:19]([C:20]4[CH2:29][CH2:28][NH:27][CH2:26][C:21]=4[N:22]3[CH3:25])=[CH:18][CH:17]=2)[C:12](=[O:30])[CH:11]=1.[ClH:31].C(OCC)C. The catalyst is C(Cl)Cl. The product is [ClH:31].[F:1][C:2]1[CH:7]=[C:6]([O:8][CH3:9])[CH:5]=[CH:4][C:3]=1[C:10]1[CH:15]=[CH:14][N:13]([C:16]2[CH:24]=[C:23]3[C:19]([C:20]4[CH2:29][CH2:28][NH:27][CH2:26][C:21]=4[N:22]3[CH3:25])=[CH:18][CH:17]=2)[C:12](=[O:30])[CH:11]=1. The yield is 0.770. (5) The yield is 1.00. The reactants are [C:1]([O:5][C:6]([N:8]1[CH2:14][CH2:13][C:12]2[C:15]([S:20]C(=O)N(C)C)=[C:16]([Cl:19])[CH:17]=[CH:18][C:11]=2[CH2:10][CH2:9]1)=[O:7])([CH3:4])([CH3:3])[CH3:2].[OH-].[K+]. The product is [C:1]([O:5][C:6]([N:8]1[CH2:14][CH2:13][C:12]2[C:15]([SH:20])=[C:16]([Cl:19])[CH:17]=[CH:18][C:11]=2[CH2:10][CH2:9]1)=[O:7])([CH3:4])([CH3:2])[CH3:3]. The catalyst is CO.[NH4+].[Cl-]. (6) The reactants are [Cl:1][C:2]1[CH:7]=[CH:6][C:5]([C:8]2[CH:13]=[CH:12][N:11]3[N:14]=[CH:15][C:16]([C:17]([O:19]CC)=[O:18])=[C:10]3[N:9]=2)=[CH:4][CH:3]=1.[OH-].[Na+]. The product is [Cl:1][C:2]1[CH:7]=[CH:6][C:5]([C:8]2[CH:13]=[CH:12][N:11]3[N:14]=[CH:15][C:16]([C:17]([OH:19])=[O:18])=[C:10]3[N:9]=2)=[CH:4][CH:3]=1. The catalyst is CO.O. The yield is 1.00.